This data is from CYP1A2 inhibition data for predicting drug metabolism from PubChem BioAssay. The task is: Regression/Classification. Given a drug SMILES string, predict its absorption, distribution, metabolism, or excretion properties. Task type varies by dataset: regression for continuous measurements (e.g., permeability, clearance, half-life) or binary classification for categorical outcomes (e.g., BBB penetration, CYP inhibition). Dataset: cyp1a2_veith. (1) The compound is O=C(OCc1ccccc1)/C(=C/c1ccc(Cl)cc1)NC(=O)c1ccccc1Cl. The result is 1 (inhibitor). (2) The molecule is CN(C)S(=O)(=O)c1ccc(NC(=O)COC(=O)c2ccccn2)cc1. The result is 0 (non-inhibitor). (3) The compound is CCCOc1ccc(C(=O)NC(=S)Nc2nc3ccc(C)cc3s2)cc1. The result is 0 (non-inhibitor).